This data is from Reaction yield outcomes from USPTO patents with 853,638 reactions. The task is: Predict the reaction yield, written as a fraction of the theoretical maximum amount of product (1.0 means a 100% yield; for example, 0.34 means a 34% yield). (1) The reactants are [Si:1]([O:8][C:9]1[CH:10]=[C:11]([C:16]([C:18]2[CH:23]=[C:22]([O:24][C:25]([F:30])([F:29])[CH:26]([F:28])[F:27])[CH:21]=[C:20]([F:31])[CH:19]=2)=O)[CH:12]=[CH:13][C:14]=1[F:15])([C:4]([CH3:7])([CH3:6])[CH3:5])([CH3:3])[CH3:2].[CH3:32][C:33]([S@:36]([NH2:38])=[O:37])([CH3:35])[CH3:34]. The catalyst is C1COCC1. The product is [Si:1]([O:8][C:9]1[CH:10]=[C:11]([C:16]([C:18]2[CH:23]=[C:22]([O:24][C:25]([F:30])([F:29])[CH:26]([F:28])[F:27])[CH:21]=[C:20]([F:31])[CH:19]=2)=[N:38][S@@:36]([C:33]([CH3:35])([CH3:34])[CH3:32])=[O:37])[CH:12]=[CH:13][C:14]=1[F:15])([C:4]([CH3:7])([CH3:6])[CH3:5])([CH3:3])[CH3:2]. The yield is 0.800. (2) The reactants are [C:1]([O:4][C:5]1[CH:10]=[CH:9][C:8]([C:11](=[O:18])[CH2:12][C:13]([O:15][CH2:16][CH3:17])=[O:14])=[CH:7][CH:6]=1)(=[O:3])[CH3:2].[H-].[Na+].Br[CH2:22][C:23]([C:25]1[S:29][C:28]([C:30]([O:32][CH3:33])=[O:31])=[CH:27][CH:26]=1)=[O:24]. The catalyst is C1COCC1. The product is [C:1]([O:4][C:5]1[CH:6]=[CH:7][C:8]([C:11]([CH:12]([C:13]([O:15][CH2:16][CH3:17])=[O:14])[CH2:22][C:23]([C:25]2[S:29][C:28]([C:30]([O:32][CH3:33])=[O:31])=[CH:27][CH:26]=2)=[O:24])=[O:18])=[CH:9][CH:10]=1)(=[O:3])[CH3:2]. The yield is 0.570. (3) The product is [N:1]1[CH:6]=[CH:5][CH:4]=[N:3][C:2]=1[CH:7]=[N:15][S@:13]([C:10]([CH3:12])([CH3:11])[CH3:9])=[O:14]. The reactants are [N:1]1[CH:6]=[CH:5][CH:4]=[N:3][C:2]=1[CH:7]=O.[CH3:9][C:10]([S@@:13]([NH2:15])=[O:14])([CH3:12])[CH3:11].S([O-])(O)(=O)=O.[K+]. The yield is 0.810. The catalyst is C1(C)C=CC=CC=1.